Dataset: Reaction yield outcomes from USPTO patents with 853,638 reactions. Task: Predict the reaction yield, written as a fraction of the theoretical maximum amount of product (1.0 means a 100% yield; for example, 0.34 means a 34% yield). (1) The yield is 0.950. The catalyst is [C-]#N.[Zn+2].[C-]#N.[Pd].C1(P(C2C=CC=CC=2)C2C=CC=CC=2)C=CC=CC=1.C1(P(C2C=CC=CC=2)C2C=CC=CC=2)C=CC=CC=1.C1(P(C2C=CC=CC=2)C2C=CC=CC=2)C=CC=CC=1.C1(P(C2C=CC=CC=2)C2C=CC=CC=2)C=CC=CC=1. The product is [CH3:21][O:20][C:15]1[CH:16]=[CH:17][CH:18]=[CH:19][C:14]=1[CH2:13][NH:12][C:7]1[CH:6]=[CH:5][C:4]2[C:9](=[CH:10][CH:11]=[C:2]([C:23]#[N:24])[CH:3]=2)[N:8]=1. The reactants are Br[C:2]1[CH:3]=[C:4]2[C:9](=[CH:10][CH:11]=1)[N:8]=[C:7]([NH:12][CH2:13][C:14]1[CH:19]=[CH:18][CH:17]=[CH:16][C:15]=1[O:20][CH3:21])[CH:6]=[CH:5]2.O.[CH3:23][N:24](C=O)C. (2) The reactants are C(O[BH-](OC(=O)C)OC(=O)C)(=O)C.[Na+].[NH2:15][C:16]1[N:21]=[CH:20][N:19]=[C:18]2[N:22]([C:38]3[CH:45]=[CH:44][C:41]([CH:42]=O)=[CH:40][CH:39]=3)[N:23]=[C:24]([C:25]3[CH:30]=[CH:29][C:28]([O:31][C:32]4[CH:37]=[CH:36][CH:35]=[CH:34][CH:33]=4)=[CH:27][CH:26]=3)[C:17]=12.[CH3:46][N:47]1[CH2:52][CH2:51][NH:50][CH2:49][CH2:48]1.C(O)(=O)C.C(=O)(O)[O-].[Na+]. The catalyst is ClC(Cl)C.O. The product is [CH3:46][N:47]1[CH2:52][CH2:51][N:50]([CH2:42][C:41]2[CH:44]=[CH:45][C:38]([N:22]3[C:18]4=[N:19][CH:20]=[N:21][C:16]([NH2:15])=[C:17]4[C:24]([C:25]4[CH:30]=[CH:29][C:28]([O:31][C:32]5[CH:37]=[CH:36][CH:35]=[CH:34][CH:33]=5)=[CH:27][CH:26]=4)=[N:23]3)=[CH:39][CH:40]=2)[CH2:49][CH2:48]1. The yield is 0.210. (3) The reactants are Cl[CH2:2][C:3]1[S:7][C:6]([C:8]2[CH:13]=[CH:12][CH:11]=[CH:10][CH:9]=2)=[N:5][C:4]=1[CH3:14].[O:15]=[CH:16][C:17]1[CH:25]=[CH:24][C:22]([OH:23])=[C:19]([O:20][CH3:21])[CH:18]=1.C(=O)([O-])[O-].[K+].[K+].CN(C)C=O. The catalyst is O. The product is [CH3:21][O:20][C:19]1[CH:18]=[C:17]([CH:25]=[CH:24][C:22]=1[O:23][CH2:2][C:3]1[S:7][C:6]([C:8]2[CH:13]=[CH:12][CH:11]=[CH:10][CH:9]=2)=[N:5][C:4]=1[CH3:14])[CH:16]=[O:15]. The yield is 0.910. (4) The catalyst is O1CCCC1. The reactants are Cl.C([O:6][C:7](=[O:21])[CH2:8][O:9][C:10]1[C:19]2[CH2:18][CH2:17][CH2:16][C@@H:15]([NH2:20])[C:14]=2[CH:13]=[CH:12][CH:11]=1)(C)(C)C.C(N(CC)C(C)C)(C)C.[Cl:31][C:32]1[CH:33]=[C:34]([S:39](Cl)(=[O:41])=[O:40])[CH:35]=[C:36]([Cl:38])[CH:37]=1.[OH-].[Li+]. The product is [Cl:38][C:36]1[CH:35]=[C:34]([S:39]([NH:20][C@@H:15]2[CH2:16][CH2:17][CH2:18][C:19]3[C:10]([O:9][CH2:8][C:7]([OH:6])=[O:21])=[CH:11][CH:12]=[CH:13][C:14]2=3)(=[O:40])=[O:41])[CH:33]=[C:32]([Cl:31])[CH:37]=1. The yield is 0.310. (5) The reactants are [Cl:1][C:2]1[CH:30]=[CH:29][C:5]2[N:6]([CH3:28])[C:7](=[O:27])[CH2:8][N:9]=[C:10]([C:11]3[CH:16]=[CH:15][C:14]([O:17][CH2:18][C:19]4[CH:24]=[CH:23][C:22]([O:25][CH3:26])=[CH:21][CH:20]=4)=[CH:13][CH:12]=3)[C:4]=2[CH:3]=1.CC(C)([O-])C.[K+].[F:37][C:38]([F:48])([F:47])[C:39]1[CH:46]=[CH:45][C:42]([CH2:43]Br)=[CH:41][CH:40]=1. The catalyst is O1CCCC1. The product is [Cl:1][C:2]1[CH:30]=[CH:29][C:5]2[N:6]([CH3:28])[C:7](=[O:27])[CH:8]([CH2:43][C:42]3[CH:41]=[CH:40][C:39]([C:38]([F:37])([F:47])[F:48])=[CH:46][CH:45]=3)[N:9]=[C:10]([C:11]3[CH:16]=[CH:15][C:14]([O:17][CH2:18][C:19]4[CH:24]=[CH:23][C:22]([O:25][CH3:26])=[CH:21][CH:20]=4)=[CH:13][CH:12]=3)[C:4]=2[CH:3]=1. The yield is 0.490. (6) The reactants are [NH2:1][C@H:2]1[CH2:7][CH2:6][N:5]([C:8]2[CH:9]=[C:10]([CH:15]=[C:16]([F:18])[CH:17]=2)[C:11]([O:13][CH3:14])=[O:12])[CH2:4][C@H:3]1[O:19][CH3:20].[Cl:21][C:22]1[N:23]=[C:24]([C:29](O)=[O:30])[NH:25][C:26]=1[CH2:27][CH3:28].CCN=C=NCCCN(C)C.Cl.C1C=CC2N(O)N=NC=2C=1. No catalyst specified. The product is [Cl:21][C:22]1[N:23]=[C:24]([C:29]([NH:1][C@H:2]2[CH2:7][CH2:6][N:5]([C:8]3[CH:9]=[C:10]([CH:15]=[C:16]([F:18])[CH:17]=3)[C:11]([O:13][CH3:14])=[O:12])[CH2:4][C@H:3]2[O:19][CH3:20])=[O:30])[NH:25][C:26]=1[CH2:27][CH3:28]. The yield is 0.780.